This data is from Full USPTO retrosynthesis dataset with 1.9M reactions from patents (1976-2016). The task is: Predict the reactants needed to synthesize the given product. (1) Given the product [OH:1][NH:2][C:6](=[O:5])[CH2:7][CH2:8][CH2:9][CH2:10][CH2:11][CH2:12][N:13]([C:20]1[CH:25]=[C:24]([C:26]2[CH:31]=[CH:30][CH:29]=[CH:28][C:27]=2[Cl:32])[CH:23]=[CH:22][N:21]=1)[C:14]1[CH:19]=[CH:18][CH:17]=[CH:16][N:15]=1, predict the reactants needed to synthesize it. The reactants are: [OH:1][NH2:2].C([O:5][C:6](=O)[CH2:7][CH2:8][CH2:9][CH2:10][CH2:11][CH2:12][N:13]([C:20]1[CH:25]=[C:24]([C:26]2[CH:31]=[CH:30][CH:29]=[CH:28][C:27]=2[Cl:32])[CH:23]=[CH:22][N:21]=1)[C:14]1[CH:19]=[CH:18][CH:17]=[CH:16][N:15]=1)C. (2) Given the product [CH:21]1([C:19]([N:16]2[CH2:17][CH2:18][C@@H:14]([CH2:13][C:12]3[N:8]([C:5]4[CH:6]=[CH:7][C:2]([C:30]5[CH:31]=[CH:32][C:27]([C:25]#[N:26])=[CH:28][CH:29]=5)=[CH:3][CH:4]=4)[C:9](=[O:24])[NH:10][N:11]=3)[CH2:15]2)=[O:20])[CH2:23][CH2:22]1, predict the reactants needed to synthesize it. The reactants are: Br[C:2]1[CH:7]=[CH:6][C:5]([N:8]2[C:12]([CH2:13][C@@H:14]3[CH2:18][CH2:17][N:16]([C:19]([CH:21]4[CH2:23][CH2:22]4)=[O:20])[CH2:15]3)=[N:11][NH:10][C:9]2=[O:24])=[CH:4][CH:3]=1.[C:25]([C:27]1[CH:32]=[CH:31][C:30](B(O)O)=[CH:29][CH:28]=1)#[N:26].P([O-])([O-])([O-])=O.[K+].[K+].[K+]. (3) Given the product [F:17][C:14]([F:15])([F:16])[C:11]1[N:10]=[CH:9][C:8]([CH2:3][C:1]#[N:2])=[CH:13][N:12]=1, predict the reactants needed to synthesize it. The reactants are: [C:1]([CH:3]([C:8]1[CH:9]=[N:10][C:11]([C:14]([F:17])([F:16])[F:15])=[N:12][CH:13]=1)C(OC)=O)#[N:2].[Li+].[Cl-]. (4) Given the product [C:17]1([C:13]2[CH:14]=[CH:15][C:7]([C:1]3[CH:2]=[CH:3][CH:4]=[CH:5][CH:6]=3)=[CH:8][C:9]=2[C:10]([OH:12])=[O:11])[CH:22]=[CH:21][CH:20]=[CH:19][CH:18]=1, predict the reactants needed to synthesize it. The reactants are: [C:1]1([C:7]2[CH:8]=[C:9]([CH:13]=[CH:14][CH:15]=2)[C:10]([OH:12])=[O:11])[CH:6]=[CH:5][CH:4]=[CH:3][CH:2]=1.Cl[C:17]1[CH:22]=[CH:21][CH:20]=[CH:19][CH:18]=1.C(P(C12CC3CC(CC(C3)C1)C2)C12CC3CC(CC(C3)C1)C2)CCC.C([O-])([O-])=O.[Cs+].[Cs+]. (5) Given the product [Cl:12][C:13]1[CH:18]=[CH:17][C:16]([C:3]2[CH:2]=[CH:8][C:6]([NH2:7])=[C:5]([N+:9]([O-:11])=[O:10])[CH:4]=2)=[CH:15][CH:14]=1, predict the reactants needed to synthesize it. The reactants are: Cl[C:2]1[CH:3]=[CH:4][C:5]([N+:9]([O-:11])=[O:10])=[C:6]([CH:8]=1)[NH2:7].[Cl:12][C:13]1[CH:18]=[CH:17][C:16](B(O)O)=[CH:15][CH:14]=1.[O-]P([O-])([O-])=O.[K+].[K+].[K+]. (6) Given the product [CH3:59][N:58]([CH2:57][C:56]([O:55][CH2:54][C:53]1[CH:52]=[CH:51][C:50]([N+:47]([O-:49])=[O:48])=[CH:62][CH:61]=1)=[O:60])[C:80]([C:4]1[N:5]=[C:6]([N:9]2[CH2:12][CH:11]([S:13][C:14]3[C@H:15]([CH3:45])[C@@H:16]4[C@@H:33]([C@H:34]([O:36][Si:37]([C:40]([CH3:41])([CH3:43])[CH3:42])([CH3:39])[CH3:38])[CH3:35])[C:32](=[O:44])[N:17]4[C:18]=3[C:19]([O:21][CH2:22][C:23]3[CH:24]=[CH:25][C:26]([N+:29]([O-:31])=[O:30])=[CH:27][CH:28]=3)=[O:20])[CH2:10]2)[S:7][CH:8]=1)=[O:81], predict the reactants needed to synthesize it. The reactants are: C([C:4]1[N:5]=[C:6]([N:9]2[CH2:12][CH:11]([S:13][C:14]3[C@H:15]([CH3:45])[C@@H:16]4[C@@H:33]([C@H:34]([O:36][Si:37]([C:40]([CH3:43])([CH3:42])[CH3:41])([CH3:39])[CH3:38])[CH3:35])[C:32](=[O:44])[N:17]4[C:18]=3[C:19]([O:21][CH2:22][C:23]3[CH:28]=[CH:27][C:26]([N+:29]([O-:31])=[O:30])=[CH:25][CH:24]=3)=[O:20])[CH2:10]2)[S:7][CH:8]=1)(O)=O.Cl.[N+:47]([C:50]1[CH:62]=[CH:61][C:53]([CH2:54][O:55][C:56](=[O:60])[CH2:57][NH:58][CH3:59])=[CH:52][CH:51]=1)([O-:49])=[O:48].C(P(C#N)(CC)=O)C.C(N(CC)CC)C.CN(C)[CH:80]=[O:81].